From a dataset of Forward reaction prediction with 1.9M reactions from USPTO patents (1976-2016). Predict the product of the given reaction. (1) The product is: [Br:15][C:16]1[CH:21]=[CH:20][C:19]([C:22]2[S:24][C:9]3[CH2:10][CH2:11][N:5]([CH:1]4[CH2:4][CH2:3][CH2:2]4)[CH2:6][CH2:7][C:8]=3[N:23]=2)=[CH:18][CH:17]=1. Given the reactants [CH:1]1([N:5]2[CH2:11][CH2:10][CH2:9][C:8](=O)[CH2:7][CH2:6]2)[CH2:4][CH2:3][CH2:2]1.BrBr.[Br:15][C:16]1[CH:21]=[CH:20][C:19]([C:22](=[S:24])[NH2:23])=[CH:18][CH:17]=1, predict the reaction product. (2) Given the reactants C(OC([N:6]1[CH2:12][CH:11]([NH:13][C:14]([C:16]2[CH:21]=[CH:20][CH:19]=[CH:18][N:17]=2)=[O:15])[C:10]2=[N:22][C:23]([C:27]3[CH:32]=[CH:31][N:30]=[CH:29][N:28]=3)=[CH:24][C:25](=[O:26])[N:9]2[CH2:8][CH2:7]1)=O)C.Br, predict the reaction product. The product is: [O:26]=[C:25]1[N:9]2[C:10]([CH:11]([NH:13][C:14]([C:16]3[CH:21]=[CH:20][CH:19]=[CH:18][N:17]=3)=[O:15])[CH2:12][NH:6][CH2:7][CH2:8]2)=[N:22][C:23]([C:27]2[CH:32]=[CH:31][N:30]=[CH:29][N:28]=2)=[CH:24]1. (3) Given the reactants [F:1][C:2]([F:22])([F:21])[S:3][C:4]1[CH:5]=[C:6]([CH:18]=[CH:19][CH:20]=1)[CH2:7][O:8][CH2:9][C:10]1[O:14][N:13]=[C:12]([C:15]([OH:17])=O)[CH:11]=1.C(N(CC)CC)C.Cl.C(N=C=NCCCN(C)C)C.ON1C2C=CC=CC=2N=N1.[O:52]1[CH2:57][CH2:56][CH:55]([CH2:58][NH2:59])[CH2:54][CH2:53]1, predict the reaction product. The product is: [O:52]1[CH2:57][CH2:56][CH:55]([CH2:58][NH:59][C:15]([C:12]2[CH:11]=[C:10]([CH2:9][O:8][CH2:7][C:6]3[CH:18]=[CH:19][CH:20]=[C:4]([S:3][C:2]([F:1])([F:22])[F:21])[CH:5]=3)[O:14][N:13]=2)=[O:17])[CH2:54][CH2:53]1. (4) Given the reactants [CH3:1][O:2][C:3]([C:5]1[CH:6]=[N:7][C:8]([O:12][CH2:13][C:14]([F:17])([F:16])[F:15])=[C:9](Br)[CH:10]=1)=[O:4].[C:18]1(B2OC(C)(C)C(C)(C)O2)[CH2:23][CH2:22][CH2:21][CH2:20][CH:19]=1.[O-]P([O-])([O-])=O.[K+].[K+].[K+].C1COCC1, predict the reaction product. The product is: [CH3:1][O:2][C:3](=[O:4])[C:5]1[CH:10]=[C:9]([C:18]2[CH2:23][CH2:22][CH2:21][CH2:20][CH:19]=2)[C:8]([O:12][CH2:13][C:14]([F:17])([F:16])[F:15])=[N:7][CH:6]=1. (5) Given the reactants [F:1][C:2]1[CH:14]=[C:13]([N+:15]([O-])=O)[CH:12]=[CH:11][C:3]=1[CH2:4][N:5]1[CH2:9][CH2:8][O:7][C:6]1=[O:10].C(O)(=O)C.[OH-].[Na+], predict the reaction product. The product is: [NH2:15][C:13]1[CH:12]=[CH:11][C:3]([CH2:4][N:5]2[CH2:9][CH2:8][O:7][C:6]2=[O:10])=[C:2]([F:1])[CH:14]=1. (6) Given the reactants [CH:1]1[C:10]2[C:5](=[CH:6][CH:7]=[CH:8][CH:9]=2)[CH:4]=[C:3]([NH2:11])[N:2]=1.N1C=CC=CC=1.Cl[C:19]([O:21][C:22]1[CH:27]=[CH:26][CH:25]=[CH:24][CH:23]=1)=[O:20], predict the reaction product. The product is: [CH:1]1[C:10]2[C:5](=[CH:6][CH:7]=[CH:8][CH:9]=2)[CH:4]=[C:3]([NH:11][C:19](=[O:20])[O:21][C:22]2[CH:27]=[CH:26][CH:25]=[CH:24][CH:23]=2)[N:2]=1. (7) Given the reactants [CH2:1]([O:8][C:9](=[O:24])[C@@H:10]([NH:16][C:17]([O:19][C:20]([CH3:23])([CH3:22])[CH3:21])=[O:18])[CH2:11][CH2:12][C:13]([OH:15])=[O:14])[C:2]1[CH:7]=[CH:6][CH:5]=[CH:4][CH:3]=1.[C:25](=O)([O-])[O-].[K+].[K+].CI, predict the reaction product. The product is: [CH3:25][O:14][C:13](=[O:15])[CH2:12][CH2:11][C@H:10]([NH:16][C:17]([O:19][C:20]([CH3:21])([CH3:23])[CH3:22])=[O:18])[C:9]([O:8][CH2:1][C:2]1[CH:7]=[CH:6][CH:5]=[CH:4][CH:3]=1)=[O:24]. (8) Given the reactants [CH3:1][C@H:2]1[CH2:7][CH2:6][C@H:5]([C:8]([N:10]([CH:29]([CH3:31])[CH3:30])[C:11]2[CH:12]=[C:13]([C:20]3[CH:25]=[CH:24][C:23](B(O)O)=[CH:22][CH:21]=3)[S:14][C:15]=2[C:16]([O:18][CH3:19])=[O:17])=[O:9])[CH2:4][CH2:3]1.Br[C:33]1[CH:34]=[C:35]2[C:39](=[CH:40][CH:41]=1)[NH:38][CH:37]=[CH:36]2, predict the reaction product. The product is: [NH:38]1[C:39]2[C:35](=[CH:34][C:33]([C:23]3[CH:22]=[CH:21][C:20]([C:13]4[S:14][C:15]([C:16]([O:18][CH3:19])=[O:17])=[C:11]([N:10]([C:8]([C@H:5]5[CH2:6][CH2:7][C@H:2]([CH3:1])[CH2:3][CH2:4]5)=[O:9])[CH:29]([CH3:31])[CH3:30])[CH:12]=4)=[CH:25][CH:24]=3)=[CH:41][CH:40]=2)[CH:36]=[CH:37]1. (9) Given the reactants [Br:1][C:2]1[CH:3]=[C:4]([N+:15]([O-])=O)[C:5]2[N:9]=[C:8]([CH2:10][O:11][CH3:12])[N:7]([CH3:13])[C:6]=2[CH:14]=1.C.O.NN, predict the reaction product. The product is: [NH2:15][C:4]1[C:5]2[N:9]=[C:8]([CH2:10][O:11][CH3:12])[N:7]([CH3:13])[C:6]=2[CH:14]=[C:2]([Br:1])[CH:3]=1.